Task: Predict the reactants needed to synthesize the given product.. Dataset: Full USPTO retrosynthesis dataset with 1.9M reactions from patents (1976-2016) (1) Given the product [Cl:1][C:2]1[CH:7]=[C:6]([Cl:8])[C:5]([O:9][CH3:10])=[CH:4][C:3]=1[NH:11][C:12]1[C:21]2[C:16](=[CH:17][C:18]([NH:37][CH2:36][CH2:35][CH2:34][CH:31]3[CH2:30][CH2:29][N:28]([CH3:27])[CH2:33][CH2:32]3)=[C:19]([O:22][CH3:23])[CH:20]=2)[N:15]=[CH:14][C:13]=1[C:25]#[N:26], predict the reactants needed to synthesize it. The reactants are: [Cl:1][C:2]1[CH:7]=[C:6]([Cl:8])[C:5]([O:9][CH3:10])=[CH:4][C:3]=1[NH:11][C:12]1[C:21]2[C:16](=[CH:17][C:18](F)=[C:19]([O:22][CH3:23])[CH:20]=2)[N:15]=[CH:14][C:13]=1[C:25]#[N:26].[CH3:27][N:28]1[CH2:33][CH2:32][CH:31]([CH2:34][CH2:35][CH2:36][NH2:37])[CH2:30][CH2:29]1. (2) Given the product [Cl:1][C:2]1[CH:3]=[C:4]([NH:9][C:10]([CH:12]2[CH2:13][CH2:14][N:15]([CH2:18][C@@H:19]3[CH2:24][CH2:23][CH2:22][NH:21][CH2:20]3)[CH2:16][CH2:17]2)=[O:11])[CH:5]=[CH:6][C:7]=1[Cl:8], predict the reactants needed to synthesize it. The reactants are: [Cl:1][C:2]1[CH:3]=[C:4]([NH:9][C:10]([CH:12]2[CH2:17][CH2:16][N:15]([CH2:18][C@@H:19]3[CH2:24][CH2:23][CH2:22][N:21](C(OC(C)(C)C)=O)[CH2:20]3)[CH2:14][CH2:13]2)=[O:11])[CH:5]=[CH:6][C:7]=1[Cl:8].Cl. (3) Given the product [CH3:9][C:10]([S@:13](/[N:15]=[CH:7]/[C:6]1[C:2]([CH3:1])=[N:3][NH:4][CH:5]=1)=[O:14])([CH3:12])[CH3:11], predict the reactants needed to synthesize it. The reactants are: [CH3:1][C:2]1[C:6]([CH:7]=O)=[CH:5][NH:4][N:3]=1.[CH3:9][C:10]([S@:13]([NH2:15])=[O:14])([CH3:12])[CH3:11]. (4) Given the product [Cl:16][C:11]1[CH:12]=[CH:13][CH:14]=[CH:15][C:10]=1[C:8]1[O:9][C:5]([CH2:3][OH:2])=[C:6]([CH2:17][N:18]2[C:26]3[C:21](=[CH:22][C:23]([C:27]([OH:36])([C:32]([F:34])([F:35])[F:33])[C:28]([F:30])([F:29])[F:31])=[CH:24][CH:25]=3)[CH:20]=[C:19]2[CH3:37])[N:7]=1, predict the reactants needed to synthesize it. The reactants are: C[O:2][C:3]([C:5]1[O:9][C:8]([C:10]2[CH:15]=[CH:14][CH:13]=[CH:12][C:11]=2[Cl:16])=[N:7][C:6]=1[CH2:17][N:18]1[C:26]2[C:21](=[CH:22][C:23]([C:27]([OH:36])([C:32]([F:35])([F:34])[F:33])[C:28]([F:31])([F:30])[F:29])=[CH:24][CH:25]=2)[CH:20]=[C:19]1[CH3:37])=O.[H-].[H-].[H-].[H-].[Li+].[Al+3].CCOCC.O. (5) Given the product [CH:21]1([CH:6]([C:5]2[CH:17]=[CH:18][C:2]([F:1])=[C:3]([O:19][CH3:20])[CH:4]=2)[CH:7]2[C:8](=[O:16])[O:9][C:10]([CH3:15])([CH3:14])[O:11][C:12]2=[O:13])[CH2:23][CH2:22]1, predict the reactants needed to synthesize it. The reactants are: [F:1][C:2]1[CH:18]=[CH:17][C:5]([CH:6]=[C:7]2[C:12](=[O:13])[O:11][C:10]([CH3:15])([CH3:14])[O:9][C:8]2=[O:16])=[CH:4][C:3]=1[O:19][CH3:20].[CH:21]1([Mg]Br)[CH2:23][CH2:22]1.Cl.C(=O)([O-])O.[Na+]. (6) Given the product [CH:1]1[C:9]2[C:8]3[CH2:10][CH2:11][CH2:12][CH2:13][CH2:14][CH2:15][C:7]=3[O:6][C:5]=2[CH:4]=[CH:3][C:2]=1[NH:16][C:24](=[O:25])[CH2:23][C:17]1[CH:22]=[CH:21][CH:20]=[CH:19][CH:18]=1, predict the reactants needed to synthesize it. The reactants are: [CH:1]1[C:9]2[C:8]3[CH2:10][CH2:11][CH2:12][CH2:13][CH2:14][CH2:15][C:7]=3[O:6][C:5]=2[CH:4]=[CH:3][C:2]=1[NH2:16].[C:17]1([CH2:23][C:24](Cl)=[O:25])[CH:22]=[CH:21][CH:20]=[CH:19][CH:18]=1. (7) Given the product [Cl:1][C:2]1[CH:3]=[CH:4][C:5]([N:8]2[C:13](=[O:14])[C:12]3[CH:15]=[N:16][N:17]([C:18]4[CH:19]=[C:20]([NH:24][S:25]([CH3:28])(=[O:26])=[O:27])[CH:21]=[CH:22][CH:23]=4)[C:11]=3[N:10]=[C:9]2[C:29]2[CH:30]=[CH:31][C:32]([C:50]3[N:45]=[N:46][CH:47]=[CH:48][CH:49]=3)=[CH:33][CH:34]=2)=[CH:6][CH:7]=1, predict the reactants needed to synthesize it. The reactants are: [Cl:1][C:2]1[CH:7]=[CH:6][C:5]([N:8]2[C:13](=[O:14])[C:12]3[CH:15]=[N:16][N:17]([C:18]4[CH:19]=[C:20]([NH:24][S:25]([CH3:28])(=[O:27])=[O:26])[CH:21]=[CH:22][CH:23]=4)[C:11]=3[N:10]=[C:9]2[C:29]2[CH:34]=[CH:33][C:32](B3OC(C)(C)C(C)(C)O3)=[CH:31][CH:30]=2)=[CH:4][CH:3]=1.I[N:45]1[CH:50]=[CH:49][CH:48]=[CH:47][NH:46]1.C(=O)([O-])[O-].[Cs+].[Cs+]. (8) Given the product [NH2:18][C@@H:7]([C@H:6]([CH:1]1[CH2:2][CH2:3][CH2:4][CH2:5]1)[OH:29])[CH2:8][N:9]([CH3:17])[C:10](=[O:11])[O:12][C:13]([CH3:16])([CH3:14])[CH3:15], predict the reactants needed to synthesize it. The reactants are: [CH:1]1([C@H:6]([OH:29])[C@H:7]([N:18]2C(=O)C3C(=CC=CC=3)C2=O)[CH2:8][N:9]([CH3:17])[C:10]([O:12][C:13]([CH3:16])([CH3:15])[CH3:14])=[O:11])[CH2:5][CH2:4][CH2:3][CH2:2]1.O.NN.CCOCC. (9) Given the product [Br:17][CH2:1][C:2]1[N:3]=[CH:4][C:5]([C:6]#[N:7])=[CH:8][CH:9]=1, predict the reactants needed to synthesize it. The reactants are: [CH3:1][C:2]1[CH:9]=[CH:8][C:5]([C:6]#[N:7])=[CH:4][N:3]=1.C1C(=O)N([Br:17])C(=O)C1.CC(N=NC(C#N)(C)C)(C#N)C. (10) Given the product [Cl:1][C:2]1[C:3]([C:21]#[N:22])=[CH:4][CH:5]=[C:13]2[C:14]=1[C:10]1[CH2:9][CH:8]([NH:15][C:16](=[O:20])[CH:17]([CH3:18])[CH3:19])[CH2:7][CH2:6][C:11]=1[N:12]2[CH2:49][C:48]1[CH:51]=[CH:52][CH:53]=[C:46]([F:45])[CH:47]=1, predict the reactants needed to synthesize it. The reactants are: [Cl:1][C:2]1[CH:14]=[C:13]2[C:5]([C:6]3[CH2:7][CH:8]([NH:15][C:16](=[O:20])[CH:17]([CH3:19])[CH3:18])[CH2:9][CH2:10][C:11]=3[NH:12]2)=[CH:4][C:3]=1[C:21]#[N:22].ClC1C(C#N)=CC=C2C=1C1CC(NC(=O)C(C)C)CCC=1N2.[F:45][C:46]1[CH:47]=[C:48]([CH:51]=[CH:52][CH:53]=1)[CH2:49]Br.